Dataset: Forward reaction prediction with 1.9M reactions from USPTO patents (1976-2016). Task: Predict the product of the given reaction. (1) The product is: [CH2:19]([C:16]1[CH:17]=[CH:18][C:13]([CH:11]2[CH2:12][CH:7]([C:5]3[O:4][N:3]=[C:2]([N:30]4[CH2:34][CH2:33][C@@H:32]([OH:35])[CH2:31]4)[N:6]=3)[CH2:8][N:9]([C:21]([N:23]3[CH2:28][CH2:27][CH:26]([OH:29])[CH2:25][CH2:24]3)=[O:22])[CH2:10]2)=[CH:14][CH:15]=1)[CH3:20]. Given the reactants Cl[C:2]1[N:6]=[C:5]([CH:7]2[CH2:12][CH:11]([C:13]3[CH:18]=[CH:17][C:16]([CH2:19][CH3:20])=[CH:15][CH:14]=3)[CH2:10][N:9]([C:21]([N:23]3[CH2:28][CH2:27][CH:26]([OH:29])[CH2:25][CH2:24]3)=[O:22])[CH2:8]2)[O:4][N:3]=1.[NH:30]1[CH2:34][CH2:33][C@@H:32]([OH:35])[CH2:31]1, predict the reaction product. (2) Given the reactants [Br:1][C:2]1[CH:3]=[CH:4][C:5](F)=[C:6]([CH:9]=1)[C:7]#[N:8].[C:11]1([C:17]2[CH:22]=[CH:21][CH:20]=[CH:19][C:18]=2[OH:23])[CH:16]=[CH:15][CH:14]=[CH:13][CH:12]=1.C(=O)([O-])[O-].[K+].[K+], predict the reaction product. The product is: [C:17]1([C:11]2[CH:12]=[CH:13][CH:14]=[CH:15][CH:16]=2)[CH:22]=[CH:21][CH:20]=[CH:19][C:18]=1[O:23][C:5]1[CH:4]=[CH:3][C:2]([Br:1])=[CH:9][C:6]=1[C:7]#[N:8]. (3) Given the reactants [OH:1][C:2]1[CH:10]=[CH:9][C:5]([C:6]([OH:8])=[O:7])=[C:4]([F:11])[C:3]=1[F:12].S(=O)(=O)(O)O.[CH3:18]O, predict the reaction product. The product is: [CH3:18][O:7][C:6](=[O:8])[C:5]1[CH:9]=[CH:10][C:2]([OH:1])=[C:3]([F:12])[C:4]=1[F:11].